Predict which catalyst facilitates the given reaction. From a dataset of Catalyst prediction with 721,799 reactions and 888 catalyst types from USPTO. (1) Reactant: CO[C:3]1[CH:4]=[C:5]([CH:11]=[CH:12][CH:13]=1)[CH:6]=[CH:7]C(O)=O.[CH2:14]([N:16](CC)CC)C.ClC(OCC)=O.[N-]=[N+]=[N-].[Na+]. Product: [CH:14]1[C:4]2[C:5](=[CH:11][CH:12]=[CH:13][CH:3]=2)[CH:6]=[CH:7][N:16]=1. The catalyst class is: 95. (2) Reactant: [CH3:1][C:2]([Si:5]([CH3:28])([CH3:27])[O:6][C@H:7]1[C@@H:12]([NH:13][C:14](=[O:19])[O:15][CH2:16][CH2:17]Cl)[CH2:11][CH2:10][N:9]([CH2:20][C:21]2[CH:26]=[CH:25][CH:24]=[CH:23][CH:22]=2)[CH2:8]1)([CH3:4])[CH3:3].[H-].[Na+]. Product: [CH3:1][C:2]([Si:5]([CH3:28])([CH3:27])[O:6][C@H:7]1[C@@H:12]([N:13]2[CH2:17][CH2:16][O:15][C:14]2=[O:19])[CH2:11][CH2:10][N:9]([CH2:20][C:21]2[CH:26]=[CH:25][CH:24]=[CH:23][CH:22]=2)[CH2:8]1)([CH3:4])[CH3:3]. The catalyst class is: 3. (3) Reactant: [CH2:1]([O:3][C:4]1[CH:5]=[C:6]([CH:10]=[CH:11][C:12]=1[N+:13]([O-])=O)[C:7]([NH2:9])=[O:8])[CH3:2].C([O-])=O.[NH4+]. The catalyst class is: 43. Product: [NH2:13][C:12]1[CH:11]=[CH:10][C:6]([C:7]([NH2:9])=[O:8])=[CH:5][C:4]=1[O:3][CH2:1][CH3:2].